The task is: Predict the reactants needed to synthesize the given product.. This data is from Full USPTO retrosynthesis dataset with 1.9M reactions from patents (1976-2016). (1) Given the product [CH2:23]([N:8]([C:6]([O:5][C:1]([CH3:4])([CH3:3])[CH3:2])=[O:7])[C:9]12[CH2:10][CH2:11][C:12]([C:17]([O:19][CH3:20])=[O:18])([CH2:15][CH2:16]1)[CH2:13][CH2:14]2)[C:24]1[CH:29]=[CH:28][CH:27]=[CH:26][CH:25]=1, predict the reactants needed to synthesize it. The reactants are: [C:1]([O:5][C:6]([NH:8][C:9]12[CH2:16][CH2:15][C:12]([C:17]([O:19][CH3:20])=[O:18])([CH2:13][CH2:14]1)[CH2:11][CH2:10]2)=[O:7])([CH3:4])([CH3:3])[CH3:2].[H-].[Na+].[CH2:23](Br)[C:24]1[CH:29]=[CH:28][CH:27]=[CH:26][CH:25]=1. (2) Given the product [CH2:27]([O:26][C:24]1[CH:25]=[C:20]([CH2:19][N:17]2[CH2:16][C:15]3([CH2:39][C:12]([N:2]4[CH2:3][CH:4]([C:6]([OH:8])=[O:7])[CH2:5]4)=[N:13][O:14]3)[CH2:18]2)[CH:21]=[C:22]([O:36][CH2:37][CH3:38])[C:23]=1[C:29]1[CH:34]=[CH:33][C:32]([F:35])=[CH:31][CH:30]=1)[CH3:28], predict the reactants needed to synthesize it. The reactants are: Cl.[NH:2]1[CH2:5][CH:4]([C:6]([O:8]CC)=[O:7])[CH2:3]1.Br[C:12]1[CH2:39][C:15]2([CH2:18][N:17]([CH2:19][C:20]3[CH:25]=[C:24]([O:26][CH2:27][CH3:28])[C:23]([C:29]4[CH:34]=[CH:33][C:32]([F:35])=[CH:31][CH:30]=4)=[C:22]([O:36][CH2:37][CH3:38])[CH:21]=3)[CH2:16]2)[O:14][N:13]=1. (3) Given the product [Cl:51][CH2:22][C:8]1[C:9]([C:12]2[CH:17]=[CH:16][CH:15]=[CH:14][C:13]=2[C:18]([F:20])([F:21])[F:19])=[N:10][C:11]2[C:6]([CH:7]=1)=[CH:5][CH:4]=[CH:3][C:2]=2[CH3:1], predict the reactants needed to synthesize it. The reactants are: [CH3:1][C:2]1[CH:3]=[CH:4][CH:5]=[C:6]2[C:11]=1[N:10]=[C:9]([C:12]1[CH:17]=[CH:16][CH:15]=[CH:14][C:13]=1[C:18]([F:21])([F:20])[F:19])[C:8]([CH:22]=O)=[CH:7]2.[BH4-].[Na+].CC1C=CC=C2C=1N=C(C1C=CC=CC=1C(F)(F)F)C(CO)=C2.O=S(Cl)[Cl:51]. (4) Given the product [CH3:3][CH:2]([O:4][C:5]1[CH:13]=[CH:12][C:8]([C:9]2[O:11][N:40]=[C:41]([C:42]3[CH:43]=[C:44]4[C:48](=[CH:49][CH:50]=3)[N:47]([CH2:51][CH2:52][C:53]([O:55][CH2:56][CH3:57])=[O:54])[N:46]=[CH:45]4)[N:58]=2)=[CH:7][C:6]=1[C:14]([F:17])([F:16])[F:15])[CH3:1], predict the reactants needed to synthesize it. The reactants are: [CH3:1][CH:2]([O:4][C:5]1[CH:13]=[CH:12][C:8]([C:9]([OH:11])=O)=[CH:7][C:6]=1[C:14]([F:17])([F:16])[F:15])[CH3:3].CCN=C=NCCCN(C)C.C1C=CC2N(O)N=NC=2C=1.O[NH:40][C:41](=[NH:58])[C:42]1[CH:43]=[C:44]2[C:48](=[CH:49][CH:50]=1)[N:47]([CH2:51][CH2:52][C:53]([O:55][CH2:56][CH3:57])=[O:54])[N:46]=[CH:45]2.C(=O)(O)[O-].[Na+]. (5) The reactants are: Cl.[NH2:2][C@H:3]([CH2:12][OH:13])[CH2:4][C:5]1[CH:10]=[CH:9][C:8]([OH:11])=[CH:7][CH:6]=1.[O:14]1[C@H:16]([CH2:17][O:18][C:19]2[CH:24]=[CH:23][CH:22]=[CH:21][CH:20]=2)[CH2:15]1.C(N(CC)C(C)C)(C)C. Given the product [O:18]([CH2:17][C@@H:16]([OH:14])[CH2:15][NH:2][C@@H:3]([CH2:4][C:5]1[CH:10]=[CH:9][C:8]([OH:11])=[CH:7][CH:6]=1)[CH2:12][OH:13])[C:19]1[CH:24]=[CH:23][CH:22]=[CH:21][CH:20]=1, predict the reactants needed to synthesize it.